From a dataset of NCI-60 drug combinations with 297,098 pairs across 59 cell lines. Regression. Given two drug SMILES strings and cell line genomic features, predict the synergy score measuring deviation from expected non-interaction effect. (1) Drug 1: C1C(C(OC1N2C=NC3=C(N=C(N=C32)Cl)N)CO)O. Drug 2: CC1=C(C=C(C=C1)NC(=O)C2=CC=C(C=C2)CN3CCN(CC3)C)NC4=NC=CC(=N4)C5=CN=CC=C5. Cell line: K-562. Synergy scores: CSS=57.0, Synergy_ZIP=-2.48, Synergy_Bliss=-2.80, Synergy_Loewe=-2.16, Synergy_HSA=2.83. (2) Drug 1: C1=NC2=C(N=C(N=C2N1C3C(C(C(O3)CO)O)F)Cl)N. Drug 2: C1=CC=C(C(=C1)C(C2=CC=C(C=C2)Cl)C(Cl)Cl)Cl. Cell line: SNB-19. Synergy scores: CSS=-0.543, Synergy_ZIP=-0.318, Synergy_Bliss=-2.55, Synergy_Loewe=-2.02, Synergy_HSA=-2.43. (3) Drug 1: C1=CC(=CC=C1CCCC(=O)O)N(CCCl)CCCl. Drug 2: CC1=C(C(CCC1)(C)C)C=CC(=CC=CC(=CC(=O)O)C)C. Cell line: MDA-MB-231. Synergy scores: CSS=21.7, Synergy_ZIP=0.513, Synergy_Bliss=-0.211, Synergy_Loewe=-5.13, Synergy_HSA=-4.42. (4) Drug 1: CC(C1=C(C=CC(=C1Cl)F)Cl)OC2=C(N=CC(=C2)C3=CN(N=C3)C4CCNCC4)N. Drug 2: CC=C1C(=O)NC(C(=O)OC2CC(=O)NC(C(=O)NC(CSSCCC=C2)C(=O)N1)C(C)C)C(C)C. Cell line: HCC-2998. Synergy scores: CSS=56.4, Synergy_ZIP=-3.36, Synergy_Bliss=-12.8, Synergy_Loewe=-23.5, Synergy_HSA=-12.6. (5) Drug 1: CCCS(=O)(=O)NC1=C(C(=C(C=C1)F)C(=O)C2=CNC3=C2C=C(C=N3)C4=CC=C(C=C4)Cl)F. Drug 2: CCCS(=O)(=O)NC1=C(C(=C(C=C1)F)C(=O)C2=CNC3=C2C=C(C=N3)C4=CC=C(C=C4)Cl)F. Cell line: NCI/ADR-RES. Synergy scores: CSS=-2.42, Synergy_ZIP=1.11, Synergy_Bliss=-2.42, Synergy_Loewe=-2.41, Synergy_HSA=-4.40.